From a dataset of Forward reaction prediction with 1.9M reactions from USPTO patents (1976-2016). Predict the product of the given reaction. Given the reactants [CH3:1][N:2]1[CH:6]=[C:5]([N+:7]([O-])=O)[N:4]=[CH:3]1.[Cl:10][C:11]1[N:20]=[C:19](Cl)[C:18]2[C:13](=[CH:14][CH:15]=[C:16]([O:22][CH3:23])[CH:17]=2)[N:12]=1.CCN(C(C)C)C(C)C, predict the reaction product. The product is: [Cl:10][C:11]1[N:20]=[C:19]([NH:7][C:5]2[N:4]=[CH:3][N:2]([CH3:1])[CH:6]=2)[C:18]2[C:13](=[CH:14][CH:15]=[C:16]([O:22][CH3:23])[CH:17]=2)[N:12]=1.